From a dataset of Forward reaction prediction with 1.9M reactions from USPTO patents (1976-2016). Predict the product of the given reaction. (1) The product is: [ClH:29].[CH:11]1[C:12]2[C:7](=[CH:6][C:5]3[C:14]([C:13]=2[CH2:15][N:16]([CH2:27][CH3:28])[CH2:17][CH2:18][CH2:19][NH:20][CH2:21][CH2:22][CH2:23][O:24][CH2:25][CH3:26])=[CH:1][CH:2]=[CH:3][CH:4]=3)[CH:8]=[CH:9][CH:10]=1. Given the reactants [CH:1]1[C:14]2[C:5](=[CH:6][C:7]3[C:12]([C:13]=2[CH2:15][N:16]([CH2:27][CH3:28])[CH2:17][CH2:18][CH2:19][NH:20][CH2:21][CH2:22][CH2:23][O:24][CH2:25][CH3:26])=[CH:11][CH:10]=[CH:9][CH:8]=3)[CH:4]=[CH:3][CH:2]=1.[ClH:29], predict the reaction product. (2) Given the reactants N[C:2]1[S:3][C:4]([C:12]2[C:17]([F:18])=[CH:16][CH:15]=[CH:14][C:13]=2[F:19])=[C:5]([C:7]([O:9][CH2:10][CH3:11])=[O:8])[N:6]=1.[N+]([O-])(OC(C)(C)C)=O.O.CCOC(C)=O, predict the reaction product. The product is: [F:18][C:17]1[CH:16]=[CH:15][CH:14]=[C:13]([F:19])[C:12]=1[C:4]1[S:3][CH:2]=[N:6][C:5]=1[C:7]([O:9][CH2:10][CH3:11])=[O:8].